From a dataset of Catalyst prediction with 721,799 reactions and 888 catalyst types from USPTO. Predict which catalyst facilitates the given reaction. (1) Reactant: [F:1][C:2]1[C:10]([O:11][C:12]2[C:17]3=[C:18]([CH3:25])[C:19](C(O)(C)C)=[CH:20][N:16]3[N:15]=[CH:14][N:13]=2)=[CH:9][CH:8]=[C:7]2[C:3]=1[CH:4]=[C:5]([CH3:26])[NH:6]2.Br[CH2:28][CH2:29][CH2:30][OH:31].C(=O)([O-])[O-:33].[K+].[K+]. Product: [F:1][C:2]1[C:10]([O:11][C:12]2[C:17]3=[C:18]([CH3:25])[C:19]([O:33][CH2:28][CH2:29][CH2:30][OH:31])=[CH:20][N:16]3[N:15]=[CH:14][N:13]=2)=[CH:9][CH:8]=[C:7]2[C:3]=1[CH:4]=[C:5]([CH3:26])[NH:6]2. The catalyst class is: 10. (2) Reactant: [C:1]([CH2:3][C@@H:4]([NH:9][C:10]([C:12]1[CH:31]=[CH:30][C:15]2[N:16]([CH:25]([CH2:28][CH3:29])[CH2:26][CH3:27])[C:17]([CH2:19][C:20]3[S:21][CH:22]=[CH:23][CH:24]=3)=[N:18][C:14]=2[CH:13]=1)=[O:11])[CH2:5][CH:6]([CH3:8])[CH3:7])#[N:2].[F:32][C:33]([F:39])([F:38])[C:34]([NH:36][NH2:37])=O.C(=O)([O-])[O-].[K+].[K+]. Product: [CH3:8][CH:6]([CH3:7])[CH2:5][C@H:4]([NH:9][C:10]([C:12]1[CH:31]=[CH:30][C:15]2[N:16]([CH:25]([CH2:28][CH3:29])[CH2:26][CH3:27])[C:17]([CH2:19][C:20]3[S:21][CH:22]=[CH:23][CH:24]=3)=[N:18][C:14]=2[CH:13]=1)=[O:11])[CH2:3][C:1]1[N:2]=[C:34]([C:33]([F:39])([F:38])[F:32])[NH:36][N:37]=1. The catalyst class is: 8. (3) Reactant: [Br:1][C:2]1[CH:3]=[C:4]([OH:8])[CH:5]=[CH:6][CH:7]=1.Cl.Cl[CH2:11][CH2:12][N:13]([CH3:15])[CH3:14].C([O-])([O-])=O.[Cs+].[Cs+].O. Product: [Br:1][C:2]1[CH:3]=[C:4]([CH:5]=[CH:6][CH:7]=1)[O:8][CH2:11][CH2:12][N:13]([CH3:15])[CH3:14]. The catalyst class is: 3. (4) Reactant: Cl[C:2]1[C:11]([C:12]2[CH:17]=[CH:16][CH:15]=[CH:14][CH:13]=2)=[N:10][C:9]2[C:8]([C:18]([O:20][CH3:21])=[O:19])=[C:7]([O:22][CH3:23])[CH:6]=[CH:5][C:4]=2[N:3]=1.[CH2:24]([NH2:27])[CH2:25][CH3:26].C(N(CC)CC)C. Product: [CH3:23][O:22][C:7]1[CH:6]=[CH:5][C:4]2[N:3]=[C:2]([NH:27][CH2:24][CH2:25][CH3:26])[C:11]([C:12]3[CH:17]=[CH:16][CH:15]=[CH:14][CH:13]=3)=[N:10][C:9]=2[C:8]=1[C:18]([O:20][CH3:21])=[O:19]. The catalyst class is: 7. (5) Reactant: [Cl:1][C:2]1[CH:3]=[N:4][CH:5]=[C:6]([Cl:9])[C:7]=1[CH3:8].C[O:11][C:12]([C:14]1[C:29]2[O:28][CH2:27][C:21]3([CH2:26][CH2:25][O:24][CH2:23][CH2:22]3)[CH2:20][O:19][C:18]=2[C:17]([O:30][CH3:31])=[CH:16][CH:15]=1)=O.[Li+].C[Si]([N-][Si](C)(C)C)(C)C. Product: [Cl:1][C:2]1[CH:3]=[N:4][CH:5]=[C:6]([Cl:9])[C:7]=1[CH2:8][C:12]([C:14]1[C:29]2[O:28][CH2:27][C:21]3([CH2:26][CH2:25][O:24][CH2:23][CH2:22]3)[CH2:20][O:19][C:18]=2[C:17]([O:30][CH3:31])=[CH:16][CH:15]=1)=[O:11]. The catalyst class is: 1.